Dataset: Forward reaction prediction with 1.9M reactions from USPTO patents (1976-2016). Task: Predict the product of the given reaction. Given the reactants [O:1]1[CH:5]=[CH:4][CH:3]=[C:2]1[C:6](Br)=[O:7].[CH3:9][NH2:10].[BH4-].[Na+].[CH3:13]O, predict the reaction product. The product is: [O:1]1[CH:5]=[CH:4][CH:3]=[C:2]1[CH:6]([OH:7])[CH2:9][NH:10][CH3:13].